From a dataset of Reaction yield outcomes from USPTO patents with 853,638 reactions. Predict the reaction yield, written as a fraction of the theoretical maximum amount of product (1.0 means a 100% yield; for example, 0.34 means a 34% yield). (1) The reactants are C(OC([N:8]1[CH2:13][CH2:12][N:11]([C:14]2[CH:15]=[N:16][C:17]([NH:20][C:21]3[N:22]=[CH:23][C:24]4[CH:30]=[C:29]([F:31])[C:28](=[O:32])[N:27]([CH:33]5[CH2:37][CH2:36][CH2:35][CH2:34]5)[C:25]=4[N:26]=3)=[CH:18][CH:19]=2)[CH2:10][CH2:9]1)=O)(C)(C)C.C(Cl)(Cl)[Cl:39].CO. No catalyst specified. The product is [ClH:39].[CH:33]1([N:27]2[C:25]3[N:26]=[C:21]([NH:20][C:17]4[CH:18]=[CH:19][C:14]([N:11]5[CH2:10][CH2:9][NH:8][CH2:13][CH2:12]5)=[CH:15][N:16]=4)[N:22]=[CH:23][C:24]=3[CH:30]=[C:29]([F:31])[C:28]2=[O:32])[CH2:37][CH2:36][CH2:35][CH2:34]1. The yield is 0.880. (2) The reactants are C[Mg]Br.[O:4]1[C:8]2([CH2:13][CH2:12][N:11]([C:14]([C:18]3[CH:23]=[CH:22][CH:21]=[C:20]([C:24]([F:27])([F:26])[F:25])[CH:19]=3)([CH3:17])[C:15]#N)[CH2:10][CH2:9]2)[O:7][CH2:6][CH2:5]1.[NH4+].[Cl-]. The catalyst is C1COCC1. The product is [F:26][C:24]([F:25])([F:27])[C:20]1[CH:19]=[C:18]([C:14]([N:11]2[CH2:10][CH2:9][C:8]3([O:4][CH2:5][CH2:6][O:7]3)[CH2:13][CH2:12]2)([CH3:15])[CH3:17])[CH:23]=[CH:22][CH:21]=1. The yield is 0.690. (3) The reactants are [Cl:1][C:2]1[C:7]([OH:8])=[CH:6][CH:5]=[CH:4][N:3]=1.[C:9]([O-])(O)=[O:10].[Na+].C=O.Cl. The catalyst is O. The product is [Cl:1][C:2]1[C:7]([OH:8])=[CH:6][CH:5]=[C:4]([CH2:9][OH:10])[N:3]=1. The yield is 0.810. (4) The reactants are [C:1](Cl)(=[O:7])[CH2:2][CH2:3][CH2:4][CH2:5][CH3:6].[NH2:9][C:10]1[CH:15]=[CH:14][C:13]([NH2:16])=[CH:12][N:11]=1.C(N(CC)CC)C. The catalyst is C(Cl)(Cl)Cl. The product is [NH2:9][C:10]1[N:11]=[CH:12][C:13]([NH:16][C:1](=[O:7])[CH2:2][CH2:3][CH2:4][CH2:5][CH3:6])=[CH:14][CH:15]=1. The yield is 0.650. (5) The reactants are [CH2:1]([O:8][C:9]1[CH:14]=[CH:13][C:12]([C:15]2[N:19]([CH:20]3[CH2:25][CH2:24][CH2:23][CH2:22][CH2:21]3)[N:18]=[C:17](/[CH:26]=[CH:27]/[C:28]([O:30][CH3:31])=[O:29])[CH:16]=2)=[CH:11][CH:10]=1)[C:2]1[CH:7]=[CH:6][CH:5]=[CH:4][CH:3]=1. The catalyst is C1C=CC=CC=1.[Pd]. The product is [CH2:1]([O:8][C:9]1[CH:10]=[CH:11][C:12]([C:15]2[N:19]([CH:20]3[CH2:25][CH2:24][CH2:23][CH2:22][CH2:21]3)[N:18]=[C:17]([CH2:26][CH2:27][C:28]([O:30][CH3:31])=[O:29])[CH:16]=2)=[CH:13][CH:14]=1)[C:2]1[CH:3]=[CH:4][CH:5]=[CH:6][CH:7]=1. The yield is 1.00. (6) The reactants are C(OC([N:8]1[CH2:25][CH2:24][C:11]2([C:15](=[O:16])[NH:14][CH2:13][CH:12]2[C:17]2[CH:22]=[CH:21][C:20]([F:23])=[CH:19][CH:18]=2)[CH2:10][CH2:9]1)=O)(C)(C)C.C(O)(C(F)(F)F)=O.[OH-].[Na+]. The catalyst is C(Cl)Cl. The product is [F:23][C:20]1[CH:21]=[CH:22][C:17]([CH:12]2[C:11]3([CH2:10][CH2:9][NH:8][CH2:25][CH2:24]3)[C:15](=[O:16])[NH:14][CH2:13]2)=[CH:18][CH:19]=1. The yield is 0.680.